From a dataset of Forward reaction prediction with 1.9M reactions from USPTO patents (1976-2016). Predict the product of the given reaction. (1) Given the reactants [F:1][C:2]1[CH:7]=[CH:6][C:5]([N:8]2[C:16]3[C:11](=[CH:12][C:13]([O:17][C@@H:18]([C:22]4[CH:27]=[CH:26][CH:25]=[CH:24][CH:23]=4)[C@H:19]([NH2:21])[CH3:20])=[CH:14][CH:15]=3)[CH:10]=[N:9]2)=[CH:4][CH:3]=1.[CH3:28][O:29][CH2:30][CH2:31][C:32](Cl)=[O:33], predict the reaction product. The product is: [F:1][C:2]1[CH:3]=[CH:4][C:5]([N:8]2[C:16]3[C:11](=[CH:12][C:13]([O:17][C@H:18]([C:22]4[CH:23]=[CH:24][CH:25]=[CH:26][CH:27]=4)[C@@H:19]([NH:21][C:32](=[O:33])[CH2:31][CH2:30][O:29][CH3:28])[CH3:20])=[CH:14][CH:15]=3)[CH:10]=[N:9]2)=[CH:6][CH:7]=1. (2) Given the reactants [CH2:1]([O:3][C:4]([CH:6]1[CH2:11][N:10]([CH2:12][CH2:13][CH2:14][C:15]([OH:17])=[O:16])[C:9]2[CH:18]=[CH:19][CH:20]=[C:21](/[CH:22]=[CH:23]/[C:24]3[CH:29]=[CH:28][C:27]([O:30][CH2:31][CH2:32][CH2:33][CH2:34][C:35]4[CH:40]=[CH:39][CH:38]=[CH:37][CH:36]=4)=[CH:26][CH:25]=3)[C:8]=2[O:7]1)=[O:5])[CH3:2].C(=O)([O-])[O-].[K+].[K+].[CH2:47](I)[CH3:48].O, predict the reaction product. The product is: [CH2:47]([O:16][C:15](=[O:17])[CH2:14][CH2:13][CH2:12][N:10]1[C:9]2[CH:18]=[CH:19][CH:20]=[C:21](/[CH:22]=[CH:23]/[C:24]3[CH:29]=[CH:28][C:27]([O:30][CH2:31][CH2:32][CH2:33][CH2:34][C:35]4[CH:36]=[CH:37][CH:38]=[CH:39][CH:40]=4)=[CH:26][CH:25]=3)[C:8]=2[O:7][CH:6]([C:4]([O:3][CH2:1][CH3:2])=[O:5])[CH2:11]1)[CH3:48].